Dataset: Catalyst prediction with 721,799 reactions and 888 catalyst types from USPTO. Task: Predict which catalyst facilitates the given reaction. (1) Reactant: Br[C:2]1[CH:3]=[CH:4][C:5]([O:8][CH2:9][CH3:10])=[N:6][CH:7]=1.C([Li])CCC.[O:16]=[C:17]1[CH2:22][CH2:21][N:20]([C:23]([O:25][C:26]([CH3:29])([CH3:28])[CH3:27])=[O:24])[CH2:19][CH2:18]1.O. Product: [CH2:9]([O:8][C:5]1[N:6]=[CH:7][C:2]([C:17]2([OH:16])[CH2:18][CH2:19][N:20]([C:23]([O:25][C:26]([CH3:28])([CH3:27])[CH3:29])=[O:24])[CH2:21][CH2:22]2)=[CH:3][CH:4]=1)[CH3:10]. The catalyst class is: 27. (2) Reactant: [C:1]1([S:7]([N:10]2[C:14]3=[N:15][CH:16]=[C:17]([N+:28]([O-])=O)[C:18]([NH:19][C@H:20]4[CH2:25][CH2:24][C@H:23]([C:26]#[N:27])[CH2:22][CH2:21]4)=[C:13]3[CH:12]=[CH:11]2)(=[O:9])=[O:8])[CH:6]=[CH:5][CH:4]=[CH:3][CH:2]=1.[Cl-].[NH4+]. Product: [NH2:28][C:17]1[C:18]([NH:19][C@H:20]2[CH2:21][CH2:22][C@H:23]([C:26]#[N:27])[CH2:24][CH2:25]2)=[C:13]2[CH:12]=[CH:11][N:10]([S:7]([C:1]3[CH:6]=[CH:5][CH:4]=[CH:3][CH:2]=3)(=[O:9])=[O:8])[C:14]2=[N:15][CH:16]=1. The catalyst class is: 190. (3) Product: [CH2:18]([NH:25][C:4]1[N:3]=[C:2]([Cl:1])[N:10]=[C:9]2[C:5]=1[N:6]=[CH:7][N:8]2[CH:11]1[CH2:16][CH2:15][CH2:14][CH2:13][O:12]1)[C:19]1[CH:24]=[CH:23][CH:22]=[CH:21][CH:20]=1. The catalyst class is: 5. Reactant: [Cl:1][C:2]1[N:10]=[C:9]2[C:5]([N:6]=[CH:7][N:8]2[CH:11]2[CH2:16][CH2:15][CH2:14][CH2:13][O:12]2)=[C:4](Cl)[N:3]=1.[CH2:18]([NH2:25])[C:19]1[CH:24]=[CH:23][CH:22]=[CH:21][CH:20]=1.O. (4) Reactant: [NH2:1][C:2]1[N:7]=[CH:6][C:5]([CH:8]=[O:9])=[CH:4][N:3]=1.[CH3:10][O:11][C:12]1[N:17]=[CH:16][C:15]([CH:18]=O)=[CH:14][CH:13]=1.FC(F)(F)C(O)=O.C([SiH](CC)CC)C. Product: [CH3:10][O:11][C:12]1[N:17]=[CH:16][C:15]([CH2:18][NH:1][C:2]2[N:7]=[CH:6][C:5]([CH:8]=[O:9])=[CH:4][N:3]=2)=[CH:14][CH:13]=1. The catalyst class is: 10. (5) Reactant: [N:1]1([CH2:6][CH2:7][O:8][CH2:9][CH2:10][OH:11])[CH:5]=[CH:4][N:3]=[CH:2]1.[CH2:12]1[S:16](=[O:18])(=[O:17])[O:15][CH2:14][CH2:13]1. Product: [OH:11][CH2:10][CH2:9][O:8][CH2:7][CH2:6][N:1]1[CH:5]=[CH:4][N+:3]([CH2:14][CH2:13][CH2:12][S:16]([O-:18])(=[O:17])=[O:15])=[CH:2]1. The catalyst class is: 11.